From a dataset of Catalyst prediction with 721,799 reactions and 888 catalyst types from USPTO. Predict which catalyst facilitates the given reaction. (1) Reactant: [N+:1]([C:4]1[CH:9]=[CH:8][C:7]([NH:10][C:11]([NH:13][CH:14]([C:16]2[CH:21]=[CH:20][CH:19]=[CH:18][CH:17]=2)[CH3:15])=[O:12])=[CH:6][CH:5]=1)([O-])=O.O.O.Cl[Sn]Cl.O. Product: [NH2:1][C:4]1[CH:5]=[CH:6][C:7]([NH:10][C:11]([NH:13][CH:14]([C:16]2[CH:17]=[CH:18][CH:19]=[CH:20][CH:21]=2)[CH3:15])=[O:12])=[CH:8][CH:9]=1. The catalyst class is: 494. (2) Reactant: [CH3:1][O:2][C:3]1[CH:12]=[C:11]2[C:6]([N:7]=[CH:8][C:9](=O)[NH:10]2)=[CH:5][C:4]=1[O:14][CH2:15][CH2:16][N:17]1[CH2:22][CH2:21][O:20][CH2:19][CH2:18]1.O=P(Cl)(Cl)[Cl:25]. Product: [Cl:25][C:9]1[CH:8]=[N:7][C:6]2[C:11](=[CH:12][C:3]([O:2][CH3:1])=[C:4]([O:14][CH2:15][CH2:16][N:17]3[CH2:22][CH2:21][O:20][CH2:19][CH2:18]3)[CH:5]=2)[N:10]=1. The catalyst class is: 3. (3) Reactant: [OH:1][C:2]1[CH:3]=[C:4]2[C:9](=[CH:10][CH:11]=1)[N:8]=[C:7]([C:12]1[CH:20]=[CH:19][C:15]([C:16]([OH:18])=[O:17])=[CH:14][C:13]=1[O:21]C)[CH:6]=[CH:5]2.FC1C2C(=CC=C(O)C=2)N=C(C2C=CC(C(O)=O)=CC=2OC)C=1.B(Br)(Br)Br.O. Product: [OH:21][C:13]1[CH:14]=[C:15]([CH:19]=[CH:20][C:12]=1[C:7]1[CH:6]=[CH:5][C:4]2[C:9](=[CH:10][CH:11]=[C:2]([OH:1])[CH:3]=2)[N:8]=1)[C:16]([OH:18])=[O:17]. The catalyst class is: 2. (4) Reactant: [F:1][C:2]1[CH:7]=[CH:6][C:5]([CH3:8])=[CH:4][C:3]=1[C:9]1[CH:10]=[N:11][C:12]([N:15]2[C:23]3[C:18](=[CH:19][CH:20]=[C:21]([C:24]([N:26]([CH2:28][C:29]([O:31]C)=[O:30])[CH3:27])=[O:25])[CH:22]=3)[C:17]([S:33][CH3:34])=[CH:16]2)=[N:13][CH:14]=1.O.[OH-].[Li+]. Product: [F:1][C:2]1[CH:7]=[CH:6][C:5]([CH3:8])=[CH:4][C:3]=1[C:9]1[CH:10]=[N:11][C:12]([N:15]2[C:23]3[C:18](=[CH:19][CH:20]=[C:21]([C:24]([N:26]([CH2:28][C:29]([OH:31])=[O:30])[CH3:27])=[O:25])[CH:22]=3)[C:17]([S:33][CH3:34])=[CH:16]2)=[N:13][CH:14]=1. The catalyst class is: 20. (5) Reactant: [CH2:1]([O:3][C:4]([C:6]1[CH:10]=[C:9]([C:11]2[CH:16]=[CH:15][C:14]([O:17][C:18]([F:21])([F:20])[F:19])=[CH:13][CH:12]=2)[NH:8][N:7]=1)=[O:5])[CH3:2].[OH-].[K+].[CH3:24]I. Product: [CH2:1]([O:3][C:4]([C:6]1[N:7]([CH3:24])[N:8]=[C:9]([C:11]2[CH:16]=[CH:15][C:14]([O:17][C:18]([F:21])([F:20])[F:19])=[CH:13][CH:12]=2)[CH:10]=1)=[O:5])[CH3:2].[CH2:1]([O:3][C:4]([C:6]1[CH:10]=[C:9]([C:11]2[CH:16]=[CH:15][C:14]([O:17][C:18]([F:21])([F:20])[F:19])=[CH:13][CH:12]=2)[N:8]([CH3:24])[N:7]=1)=[O:5])[CH3:2]. The catalyst class is: 8. (6) Reactant: [C:1]1([C:27]2[CH:32]=[CH:31][CH:30]=[CH:29][CH:28]=2)[CH:6]=[CH:5][C:4]([C:7]([N:9]2[CH2:14][CH2:13][N:12]([C:15]3[C:16]4[CH:24]=[C:23]([CH2:25][CH3:26])[S:22][C:17]=4[N:18]=[C:19](Cl)[N:20]=3)[CH2:11][CH2:10]2)=[O:8])=[CH:3][CH:2]=1.[CH2:33]([O:35][CH:36]([O:40][CH2:41][CH3:42])[CH2:37][CH2:38][NH2:39])[CH3:34]. Product: [C:1]1([C:27]2[CH:32]=[CH:31][CH:30]=[CH:29][CH:28]=2)[CH:6]=[CH:5][C:4]([C:7]([N:9]2[CH2:14][CH2:13][N:12]([C:15]3[C:16]4[CH:24]=[C:23]([CH2:25][CH3:26])[S:22][C:17]=4[N:18]=[C:19]([NH:39][CH2:38][CH2:37][CH:36]([O:40][CH2:41][CH3:42])[O:35][CH2:33][CH3:34])[N:20]=3)[CH2:11][CH2:10]2)=[O:8])=[CH:3][CH:2]=1. The catalyst class is: 51.